Dataset: Full USPTO retrosynthesis dataset with 1.9M reactions from patents (1976-2016). Task: Predict the reactants needed to synthesize the given product. (1) Given the product [F:1][C:2]1[CH:7]=[CH:6][CH:5]=[C:4]([F:8])[C:3]=1[N:9]1[C:14]2[N:15]=[C:16]([NH:46][CH2:45][CH2:44][CH2:43][N:42]([CH3:47])[CH3:41])[N:17]=[C:18]([C:19]3[CH:20]=[C:21]([CH:32]=[CH:33][C:34]=3[CH3:35])[C:22]([NH:24][CH2:25][C:26]3[CH:31]=[CH:30][CH:29]=[CH:28][CH:27]=3)=[O:23])[C:13]=2[CH2:12][NH:11][C:10]1=[O:40], predict the reactants needed to synthesize it. The reactants are: [F:1][C:2]1[CH:7]=[CH:6][CH:5]=[C:4]([F:8])[C:3]=1[N:9]1[C:14]2[N:15]=[C:16](S(C)(=O)=O)[N:17]=[C:18]([C:19]3[CH:20]=[C:21]([CH:32]=[CH:33][C:34]=3[CH3:35])[C:22]([NH:24][CH2:25][C:26]3[CH:31]=[CH:30][CH:29]=[CH:28][CH:27]=3)=[O:23])[C:13]=2[CH2:12][NH:11][C:10]1=[O:40].[CH3:41][N:42]([CH3:47])[CH2:43][CH2:44][CH2:45][NH2:46]. (2) Given the product [NH2:14][CH2:13][CH2:12][C:4]1[CH:5]=[CH:6][C:7]([S:8]([NH2:9])(=[O:10])=[O:11])=[C:2]([Cl:1])[CH:3]=1, predict the reactants needed to synthesize it. The reactants are: [Cl:1][C:2]1[CH:3]=[C:4]([CH2:12][CH2:13][NH:14]C(=O)C)[CH:5]=[CH:6][C:7]=1[S:8](=[O:11])(=[O:10])[NH2:9].[OH-].[K+].Cl. (3) Given the product [CH3:9][O:8][C:7]1[CH:6]=[CH:5][C:4]([C:10]2[CH:19]=[CH:18][C:13]([C:14]([O:16][CH3:17])=[O:15])=[CH:12][C:11]=2[CH3:20])=[CH:3][C:2]=1[B:26]([OH:29])[OH:27], predict the reactants needed to synthesize it. The reactants are: I[C:2]1[CH:3]=[C:4]([C:10]2[CH:19]=[CH:18][C:13]([C:14]([O:16][CH3:17])=[O:15])=[CH:12][C:11]=2[CH3:20])[CH:5]=[CH:6][C:7]=1[O:8][CH3:9].C([Mg]Cl)(C)C.[B:26](OC)([O:29]C)[O:27]C.